Predict which catalyst facilitates the given reaction. From a dataset of Catalyst prediction with 721,799 reactions and 888 catalyst types from USPTO. (1) Reactant: [NH2:1][C:2](=[N:14][OH:15])[C:3]1[CH:4]=[CH:5][C:6]([OH:13])=[C:7]([CH:12]=1)[C:8]([O:10][CH3:11])=[O:9].CCN([CH:22]([CH3:24])[CH3:23])C(C)C.[CH2:25]1[CH2:29]O[CH2:27][CH2:26]1. Product: [CH3:27][C:26]1[CH:2]=[C:3]([C:12]2[O:15][N:14]=[C:2]([C:3]3[CH:4]=[CH:5][C:6]([OH:13])=[C:7]([CH:12]=3)[C:8]([O:10][CH3:11])=[O:9])[N:1]=2)[CH:4]=[CH:5][C:25]=1[C:29]1[CH:8]=[CH:7][CH:6]=[CH:24][C:22]=1[CH3:23]. The catalyst class is: 6. (2) Reactant: [N+:1]([C:4]1[CH:8]=[CH:7][NH:6][CH:5]=1)([O-:3])=[O:2].N12CCCN=C1CCCCC2.[C:20]1([CH2:26][S:27](Cl)(=[O:29])=[O:28])[CH:25]=[CH:24][CH:23]=[CH:22][CH:21]=1. Product: [CH2:26]([S:27]([N:6]1[CH:7]=[CH:8][C:4]([N+:1]([O-:3])=[O:2])=[CH:5]1)(=[O:29])=[O:28])[C:20]1[CH:25]=[CH:24][CH:23]=[CH:22][CH:21]=1. The catalyst class is: 4.